This data is from Forward reaction prediction with 1.9M reactions from USPTO patents (1976-2016). The task is: Predict the product of the given reaction. (1) Given the reactants [Br:1][C:2]1[C:3]([Cl:30])=[CH:4][C:5]([NH:23][C:24](=[O:29])[C:25]([F:28])([F:27])[F:26])=[C:6]([C:8]#[C:9][CH:10]([C:12]2[CH:13]=[CH:14][C:15]([CH3:22])=[C:16]([CH:21]=2)[C:17]([O:19][CH3:20])=[O:18])[OH:11])[CH:7]=1.Cl[C:32]([O:34][CH2:35][CH3:36])=[O:33], predict the reaction product. The product is: [Br:1][C:2]1[C:3]([Cl:30])=[CH:4][C:5]([NH:23][C:24](=[O:29])[C:25]([F:27])([F:28])[F:26])=[C:6]([C:8]#[C:9][CH:10]([C:12]2[CH:13]=[CH:14][C:15]([CH3:22])=[C:16]([CH:21]=2)[C:17]([O:19][CH3:20])=[O:18])[O:11][C:32]([O:34][CH2:35][CH3:36])=[O:33])[CH:7]=1. (2) Given the reactants [CH2:1]([N:8]1[CH2:17][CH2:16][C:11]2([CH2:15][NH:14][CH2:13][CH2:12]2)[CH2:10][CH2:9]1)[C:2]1[CH:7]=[CH:6][CH:5]=[CH:4][CH:3]=1.[C:18]1(=O)[CH2:21][CH2:20][CH2:19]1.C(O[BH-](OC(=O)C)OC(=O)C)(=O)C.[Na+].[OH-].[Na+], predict the reaction product. The product is: [CH2:1]([N:8]1[CH2:9][CH2:10][C:11]2([CH2:15][N:14]([CH:18]3[CH2:21][CH2:20][CH2:19]3)[CH2:13][CH2:12]2)[CH2:16][CH2:17]1)[C:2]1[CH:3]=[CH:4][CH:5]=[CH:6][CH:7]=1. (3) Given the reactants [NH:1]1[C:9]2[C:4](=[CH:5][CH:6]=[CH:7][CH:8]=2)[C:3](/[CH:10]=[C:11]2\[O:12][C:13]3[C:20]([CH2:21][N:22]4[CH2:27][CH2:26][N:25](C(OC(C)(C)C)=O)[CH2:24][CH2:23]4)=[C:19]([OH:35])[C:18]([Cl:36])=[CH:17][C:14]=3[C:15]\2=[O:16])=[CH:2]1.[ClH:37], predict the reaction product. The product is: [ClH:36].[ClH:37].[NH:1]1[C:9]2[C:4](=[CH:5][CH:6]=[CH:7][CH:8]=2)[C:3](/[CH:10]=[C:11]2\[O:12][C:13]3[C:20]([CH2:21][N:22]4[CH2:23][CH2:24][NH:25][CH2:26][CH2:27]4)=[C:19]([OH:35])[C:18]([Cl:36])=[CH:17][C:14]=3[C:15]\2=[O:16])=[CH:2]1. (4) Given the reactants [CH3:1][C:2]1[C:7]([CH3:8])=[CH:6][C:5]2[N:9]([C@H:12]3[O:16][C@H:15]([CH2:17][OH:18])[C@@H:14]([O:19][P:20]([O:23][C@@H:24]([CH2:26][NH:27][C:28]([CH2:30][CH2:31][C@@:32]4([CH3:89])[C:48]5=[N:49][C@@H:34]([C@:35]6([CH3:84])[N-:73][C:38](=[C:39]([CH3:72])[C:40]7[C@:61]([CH2:63][C:64]([NH2:66])=[O:65])([CH3:62])[C@H:60]([CH2:67][CH2:68][C:69]([NH2:71])=[O:70])[C:42](=[CH:43][C:44]8[C:52]([CH3:54])([CH3:53])[C@H:51]([CH2:55][CH2:56][C:57]([NH2:59])=[O:58])[C:46](=[C:47]5[CH3:50])[N:45]=8)[N:41]=7)[C@@H:37]([CH2:74][CH2:75][C:76]([NH2:78])=[O:77])[C@@:36]6([CH2:80][C:81]([NH2:83])=[O:82])[CH3:79])[C@@H:33]4[CH2:85][C:86]([NH2:88])=[O:87])=[O:29])[CH3:25])([O-:22])=[O:21])[C@H:13]3[OH:90])[CH:10]=[N:11][C:4]=2[CH:3]=1.[C-]#N.[Co+3:93].[Br-].C[S+](C)(C)=O.[BH4-].[Na+].[OH-].[Na+], predict the reaction product. The product is: [CH3-:1].[CH3:1][C:2]1[C:7]([CH3:8])=[CH:6][C:5]2[N:9]([C@H:12]3[O:16][C@H:15]([CH2:17][OH:18])[C@@H:14]([O:19][P:20]([O:23][CH:24]([CH2:26][NH:27][C:28]([CH2:30][CH2:31][C@@:32]4([CH3:89])[C:48]5=[N:49][C@@H:34]([C@:35]6([CH3:84])[N-:73][C:38](=[C:39]([CH3:72])[C:40]7[C@:61]([CH2:63][C:64]([NH2:66])=[O:65])([CH3:62])[C@H:60]([CH2:67][CH2:68][C:69]([NH2:71])=[O:70])[C:42](=[CH:43][C:44]8[C:52]([CH3:54])([CH3:53])[C@H:51]([CH2:55][CH2:56][C:57]([NH2:59])=[O:58])[C:46](=[C:47]5[CH3:50])[N:45]=8)[N:41]=7)[C@@H:37]([CH2:74][CH2:75][C:76]([NH2:78])=[O:77])[C@@:36]6([CH2:80][C:81]([NH2:83])=[O:82])[CH3:79])[C@@H:33]4[CH2:85][C:86]([NH2:88])=[O:87])=[O:29])[CH3:25])([O-:22])=[O:21])[C@H:13]3[OH:90])[CH:10]=[N:11][C:4]=2[CH:3]=1.[Co+3:93]. (5) Given the reactants [OH:1][C:2]1[CH:7]=[CH:6][C:5]([C:8]([C:17]2[CH:22]=[CH:21][C:20]([OH:23])=[CH:19][CH:18]=2)([C:13]([F:16])([F:15])[F:14])[C:9]([F:12])([F:11])[F:10])=[CH:4][CH:3]=1.[F:24][C:25]([F:38])([F:37])[S:26](O[S:26]([C:25]([F:38])([F:37])[F:24])(=[O:28])=[O:27])(=[O:28])=[O:27].[OH2:39].Cl, predict the reaction product. The product is: [F:24][C:25]([F:38])([F:37])[S:26]([O:1][C:2]1[CH:7]=[CH:6][C:5]([C:8]([C:17]2[CH:18]=[CH:19][C:20]([O:23][S:26]([C:25]([F:24])([F:37])[F:38])(=[O:27])=[O:28])=[CH:21][CH:22]=2)([C:9]([F:10])([F:11])[F:12])[C:13]([F:14])([F:15])[F:16])=[CH:4][CH:3]=1)(=[O:27])=[O:39].